This data is from Retrosynthesis with 50K atom-mapped reactions and 10 reaction types from USPTO. The task is: Predict the reactants needed to synthesize the given product. (1) Given the product COc1cc2c(Nc3ccc4cc[nH]c4c3)ncnc2cc1OCCN1CCCCC1, predict the reactants needed to synthesize it. The reactants are: COc1cc2c(Nc3ccc4cc[nH]c4c3)ncnc2cc1O.OCCN1CCCCC1. (2) The reactants are: N#CCC1(n2cc(-c3cnn4c(-c5cccc(NC(=O)NCC(F)(F)F)c5)cnc4c3)cn2)CNC1.O=C(Cl)N1CCCC1. Given the product N#CCC1(n2cc(-c3cnn4c(-c5cccc(NC(=O)NCC(F)(F)F)c5)cnc4c3)cn2)CN(C(=O)N2CCCC2)C1, predict the reactants needed to synthesize it. (3) The reactants are: C=CCBr.COc1cc2c(cc1O)C(Cc1ccc(OC)c(OC)c1)N(CC(=O)NCc1ccccc1)CC2. Given the product C=CCOc1cc2c(cc1OC)CCN(CC(=O)NCc1ccccc1)C2Cc1ccc(OC)c(OC)c1, predict the reactants needed to synthesize it. (4) Given the product CN(C)S(=O)(=O)c1ccc(CN2C(=O)C(C(=O)OC(C)(C)C)(C(=O)OC(C)(C)C)c3ccc(Br)cc32)cc1, predict the reactants needed to synthesize it. The reactants are: CC(C)(C)OC(=O)C1(C(=O)OC(C)(C)C)C(=O)Nc2cc(Br)ccc21.CN(C)S(=O)(=O)c1ccc(CBr)cc1.